This data is from NCI-60 drug combinations with 297,098 pairs across 59 cell lines. The task is: Regression. Given two drug SMILES strings and cell line genomic features, predict the synergy score measuring deviation from expected non-interaction effect. Drug 1: C#CCC(CC1=CN=C2C(=N1)C(=NC(=N2)N)N)C3=CC=C(C=C3)C(=O)NC(CCC(=O)O)C(=O)O. Drug 2: C1CN(CCN1C(=O)CCBr)C(=O)CCBr. Cell line: UACC-257. Synergy scores: CSS=1.54, Synergy_ZIP=-0.724, Synergy_Bliss=2.77, Synergy_Loewe=-3.15, Synergy_HSA=-1.99.